This data is from Reaction yield outcomes from USPTO patents with 853,638 reactions. The task is: Predict the reaction yield, written as a fraction of the theoretical maximum amount of product (1.0 means a 100% yield; for example, 0.34 means a 34% yield). (1) The reactants are [Cl:1][C:2]1[CH:3]=[C:4]([C:9]2[CH:13]=[CH:12][N:11]([CH2:14][CH:15]3[CH2:17][O:16]3)[N:10]=2)[CH:5]=[CH:6][C:7]=1[Cl:8].[CH3:18][C:19]1[CH:24]=[CH:23][CH:22]=[CH:21][C:20]=1[N:25]1[CH2:30][CH2:29][NH:28][CH2:27][CH2:26]1. The catalyst is CCO. The product is [Cl:1][C:2]1[CH:3]=[C:4]([C:9]2[CH:13]=[CH:12][N:11]([CH2:14][CH:15]([OH:16])[CH2:17][N:28]3[CH2:29][CH2:30][N:25]([C:20]4[CH:21]=[CH:22][CH:23]=[CH:24][C:19]=4[CH3:18])[CH2:26][CH2:27]3)[N:10]=2)[CH:5]=[CH:6][C:7]=1[Cl:8]. The yield is 0.700. (2) The reactants are [O:1]1[C:5]2[CH:6]=[CH:7][CH:8]=[CH:9][C:4]=2[N:3]=[C:2]1[C:10]1[CH:11]=[CH:12][C:13]([NH:17][CH:18]2[CH2:23][CH2:22][O:21][CH2:20][CH2:19]2)=[C:14]([CH:16]=1)[NH2:15].OOS([O-])=O.[K+].C(=O)([O-])[O-].[K+].[K+]. The catalyst is CN(C=O)C.O. The product is [O:1]1[C:5]2[CH:6]=[CH:7][CH:8]=[CH:9][C:4]=2[N:3]=[C:2]1[C:10]1[CH:11]=[CH:12][C:13]2[N:17]([CH:18]3[CH2:23][CH2:22][O:21][CH2:20][CH2:19]3)[C:2]([C:10]3[CH:11]=[CH:12][CH:13]=[CH:14][CH:16]=3)=[N:15][C:14]=2[CH:16]=1. The yield is 0.599. (3) The product is [CH3:1][O:2][C:3]1[CH:4]=[CH:5][C:6]([N:13]([CH3:33])[C:14]2[N:18]([C:19]3[CH:24]=[CH:23][CH:22]=[CH:21][C:20]=3[CH3:25])[N:17]=[C:16]([CH3:26])[C:15]=2[C:27]2[CH:32]=[CH:31][CH:30]=[CH:29][CH:28]=2)=[C:7]([CH:12]=1)[C:8]([OH:10])=[O:9]. The catalyst is C1COCC1. The reactants are [CH3:1][O:2][C:3]1[CH:4]=[CH:5][C:6]([N:13]([CH3:33])[C:14]2[N:18]([C:19]3[CH:24]=[CH:23][CH:22]=[CH:21][C:20]=3[CH3:25])[N:17]=[C:16]([CH3:26])[C:15]=2[C:27]2[CH:32]=[CH:31][CH:30]=[CH:29][CH:28]=2)=[C:7]([CH:12]=1)[C:8]([O:10]C)=[O:9].O.CO.[Li+].[OH-]. The yield is 0.580. (4) The reactants are [Si:1]([O:8][C@H:9]([C:25]1[CH:34]=[CH:33][C:32]([OH:35])=[C:31]2[C:26]=1[CH:27]=[CH:28][C:29](=[O:36])[NH:30]2)[CH2:10][NH:11][C@@H:12]([CH3:24])[CH2:13][C:14]1[CH:15]=[C:16]([CH2:20][C:21](O)=[O:22])[CH:17]=[CH:18][CH:19]=1)([C:4]([CH3:7])([CH3:6])[CH3:5])([CH3:3])[CH3:2].[O-]S(C(F)(F)F)(=O)=O.C(N(CC)C(C)C)(C)C.[NH2:54][CH2:55][CH2:56][CH2:57][N:58]([CH3:85])[C:59]([CH2:61][CH2:62][N:63]1[CH2:68][CH2:67][CH:66]([O:69][C:70](=[O:84])[NH:71][C:72]2[CH:77]=[CH:76][CH:75]=[CH:74][C:73]=2[C:78]2[CH:83]=[CH:82][CH:81]=[CH:80][CH:79]=2)[CH2:65][CH2:64]1)=[O:60]. The product is [Si:1]([O:8][C@H:9]([C:25]1[CH:34]=[CH:33][C:32]([OH:35])=[C:31]2[C:26]=1[CH:27]=[CH:28][C:29](=[O:36])[NH:30]2)[CH2:10][NH:11][C@@H:12]([CH3:24])[CH2:13][C:14]1[CH:15]=[C:16]([CH2:20][C:21]([NH:54][CH2:55][CH2:56][CH2:57][N:58]([CH3:85])[C:59]([CH2:61][CH2:62][N:63]2[CH2:64][CH2:65][CH:66]([O:69][C:70](=[O:84])[NH:71][C:72]3[CH:77]=[CH:76][CH:75]=[CH:74][C:73]=3[C:78]3[CH:79]=[CH:80][CH:81]=[CH:82][CH:83]=3)[CH2:67][CH2:68]2)=[O:60])=[O:22])[CH:17]=[CH:18][CH:19]=1)([C:4]([CH3:7])([CH3:5])[CH3:6])([CH3:3])[CH3:2]. The yield is 0.240. The catalyst is CN(C=O)C.